Dataset: Full USPTO retrosynthesis dataset with 1.9M reactions from patents (1976-2016). Task: Predict the reactants needed to synthesize the given product. (1) The reactants are: [CH3:1][C:2]1[N:3]=[CH:4][N:5]([CH2:7][CH:8]([C:28]2[S:29][CH:30]=[CH:31][N:32]=2)[O:9][C:10]2[CH:11]=[CH:12][C:13]([CH2:19][CH2:20][C:21]3[CH:26]=[CH:25][C:24]([F:27])=[CH:23][CH:22]=3)=[C:14]([CH:18]=2)[C:15](O)=[O:16])[CH:6]=1.Cl.[CH3:34][O:35][C:36](=[O:43])[C@H:37]([CH2:39][CH2:40][S:41][CH3:42])[NH2:38].C(Cl)CCl. Given the product [CH3:1][C:2]1[N:3]=[CH:4][N:5]([CH2:7][CH:8]([C:28]2[S:29][CH:30]=[CH:31][N:32]=2)[O:9][C:10]2[CH:11]=[CH:12][C:13]([CH2:19][CH2:20][C:21]3[CH:26]=[CH:25][C:24]([F:27])=[CH:23][CH:22]=3)=[C:14]([CH:18]=2)[C:15]([NH:38][C@@H:37]([CH2:39][CH2:40][S:41][CH3:42])[C:36]([O:35][CH3:34])=[O:43])=[O:16])[CH:6]=1, predict the reactants needed to synthesize it. (2) Given the product [C:16]([O:15][C:13](=[O:14])[NH:12][C:4]12[CH2:10][CH:8]3[CH2:7][CH:6]([CH2:11][C:2]([OH:1])([CH2:9]3)[CH2:3]1)[CH2:5]2)([CH3:19])([CH3:18])[CH3:17], predict the reactants needed to synthesize it. The reactants are: [OH:1][C:2]12[CH2:11][CH:6]3[CH2:7][CH:8]([CH2:10][C:4]([NH2:12])([CH2:5]3)[CH2:3]1)[CH2:9]2.[C:13](O[C:13]([O:15][C:16]([CH3:19])([CH3:18])[CH3:17])=[O:14])([O:15][C:16]([CH3:19])([CH3:18])[CH3:17])=[O:14]. (3) Given the product [Br:38][CH2:1][CH2:2][C:3]#[C:4][CH2:5][CH2:6][CH2:7][CH2:8][CH2:9][CH3:10], predict the reactants needed to synthesize it. The reactants are: [CH2:1](O)[CH2:2][C:3]#[C:4][CH2:5][CH2:6][CH2:7][CH2:8][CH2:9][CH3:10].C1(P(C2C=CC=CC=2)C2C=CC=CC=2)C=CC=CC=1.C1C(=O)N([Br:38])C(=O)C1. (4) Given the product [Cl:1][C:2]1[CH:3]=[C:4]([C:8]#[C:9][C:10]2[N:11]=[C:12]([CH3:15])[N:13]([CH2:18][C:19]3[CH:24]=[CH:23][CH:22]=[CH:21][N:20]=3)[CH:14]=2)[CH:5]=[CH:6][CH:7]=1, predict the reactants needed to synthesize it. The reactants are: [Cl:1][C:2]1[CH:3]=[C:4]([C:8]#[C:9][C:10]2[N:11]=[C:12]([CH3:15])[NH:13][CH:14]=2)[CH:5]=[CH:6][CH:7]=1.Br.Br[CH2:18][C:19]1[CH:24]=[CH:23][CH:22]=[CH:21][N:20]=1. (5) Given the product [CH2:14]([N:3]([CH2:1][CH3:2])[C:4]1[CH:9]=[CH:8][C:7]([C:10]([NH:12][NH:13][C:17]([NH:16][C:23]2[CH:24]=[CH:25][C:20]([Br:19])=[C:21]([Cl:26])[CH:22]=2)=[S:18])=[O:11])=[CH:6][CH:5]=1)[CH3:15], predict the reactants needed to synthesize it. The reactants are: [CH2:1]([N:3]([CH2:14][CH3:15])[C:4]1[CH:9]=[CH:8][C:7]([C:10]([NH:12][NH2:13])=[O:11])=[CH:6][CH:5]=1)[CH3:2].[N-:16]=[C:17]=[S:18].[Br:19][C:20]1[CH:25]=[CH:24][CH:23]=[CH:22][C:21]=1[Cl:26]. (6) Given the product [CH3:15][O:14][C:12](=[O:13])[CH2:11][N:7]1[CH2:8][CH2:9][N:4]([C:1](=[O:3])[CH3:2])[CH2:5][CH2:6]1, predict the reactants needed to synthesize it. The reactants are: [C:1]([N:4]1[CH2:9][CH2:8][NH:7][CH2:6][CH2:5]1)(=[O:3])[CH3:2].Br[CH2:11][C:12]([O:14][CH3:15])=[O:13]. (7) Given the product [Cl:44][C:3]1[C:4]([CH2:29][N:30]2[CH2:35][CH2:34][CH2:33][C@@H:32]([NH:36][C:37](=[O:43])[O:38][C:39]([CH3:42])([CH3:41])[CH3:40])[CH2:31]2)=[C:5]([C:25]([F:26])([F:27])[F:28])[CH:6]=[C:7]2[C:2]=1[NH:1][C:53](=[O:56])[N:9]([CH2:10][C:11]1[CH:16]=[C:15]([Cl:17])[CH:14]=[CH:13][C:12]=1[S:18]([CH2:21][CH2:22][CH3:23])(=[O:19])=[O:20])[C:8]2=[O:24], predict the reactants needed to synthesize it. The reactants are: [NH2:1][C:2]1[C:3]([Cl:44])=[C:4]([CH2:29][N:30]2[CH2:35][CH2:34][CH2:33][C@@H:32]([NH:36][C:37](=[O:43])[O:38][C:39]([CH3:42])([CH3:41])[CH3:40])[CH2:31]2)[C:5]([C:25]([F:28])([F:27])[F:26])=[CH:6][C:7]=1[C:8](=[O:24])[NH:9][CH2:10][C:11]1[CH:16]=[C:15]([Cl:17])[CH:14]=[CH:13][C:12]=1[S:18]([CH2:21][CH2:22][CH3:23])(=[O:20])=[O:19].ClC1C(C2OCCO2)=C(OC(F)(F)F)C=C2C=1N[C:53](=[O:56])N(CC1C=C(Cl)C=CC=1S(CC)(=O)=O)C2=O. (8) Given the product [F:29][C:30]1[CH:31]=[C:32]([C:2]2[S:3][C:4]3[CH2:5][C:6]4[C:12]([C:13]5[CH:18]=[CH:17][C:16]([O:19][CH3:20])=[CH:15][CH:14]=5)=[N:11][N:10]([CH2:21][O:22][CH2:23][CH2:24][Si:25]([CH3:26])([CH3:28])[CH3:27])[C:7]=4[C:8]=3[CH:9]=2)[CH:33]=[CH:34][C:35]=1[F:36], predict the reactants needed to synthesize it. The reactants are: Br[C:2]1[S:3][C:4]2[CH2:5][C:6]3[C:12]([C:13]4[CH:18]=[CH:17][C:16]([O:19][CH3:20])=[CH:15][CH:14]=4)=[N:11][N:10]([CH2:21][O:22][CH2:23][CH2:24][Si:25]([CH3:28])([CH3:27])[CH3:26])[C:7]=3[C:8]=2[CH:9]=1.[F:29][C:30]1[CH:31]=[C:32](B2OC(C)(C)C(C)(C)O2)[CH:33]=[CH:34][C:35]=1[F:36].C([O-])([O-])=O.[Na+].[Na+]. (9) Given the product [Cl:2][C:3]1[CH:4]=[C:5]([C:13]2[O:17][N:16]=[C:15]([C:18]3[C:28]4[O:27][CH2:26][CH2:25][N:24]([CH2:30][CH2:31][CH2:32][C:33]([O:35][CH2:36][CH3:37])=[O:34])[CH2:23][C:22]=4[CH:21]=[CH:20][CH:19]=3)[N:14]=2)[CH:6]=[CH:7][C:8]=1[O:9][CH:10]([CH3:12])[CH3:11], predict the reactants needed to synthesize it. The reactants are: Cl.[Cl:2][C:3]1[CH:4]=[C:5]([C:13]2[O:17][N:16]=[C:15]([C:18]3[C:28]4[O:27][CH2:26][CH2:25][NH:24][CH2:23][C:22]=4[CH:21]=[CH:20][CH:19]=3)[N:14]=2)[CH:6]=[CH:7][C:8]=1[O:9][CH:10]([CH3:12])[CH3:11].Br[CH2:30][CH2:31][CH2:32][C:33]([O:35][CH2:36][CH3:37])=[O:34].CCN(C(C)C)C(C)C.